Dataset: Peptide-MHC class I binding affinity with 185,985 pairs from IEDB/IMGT. Task: Regression. Given a peptide amino acid sequence and an MHC pseudo amino acid sequence, predict their binding affinity value. This is MHC class I binding data. (1) The peptide sequence is MYASALVLL. The MHC is HLA-A30:02 with pseudo-sequence HLA-A30:02. The binding affinity (normalized) is 0.0371. (2) The peptide sequence is SWMVRILIGF. The MHC is HLA-A23:01 with pseudo-sequence HLA-A23:01. The binding affinity (normalized) is 0.591.